From a dataset of Reaction yield outcomes from USPTO patents with 853,638 reactions. Predict the reaction yield, written as a fraction of the theoretical maximum amount of product (1.0 means a 100% yield; for example, 0.34 means a 34% yield). (1) No catalyst specified. The yield is 0.860. The reactants are [Br:1][C:2]1[C:3]([O:11][CH2:12][C:13]2[C:14]([C:19]3[CH:24]=[CH:23][CH:22]=[CH:21][CH:20]=3)=[N:15][O:16][C:17]=2[CH3:18])=[N:4][CH:5]=[C:6]([CH:10]=1)[C:7](O)=[O:8].CC1O[N:29]=[C:28]([C:31]2C=CC=CC=2)[C:27]=1COC1C=CC(C(O)=O)=CN=1.C(N)(C)C. The product is [Br:1][C:2]1[C:3]([O:11][CH2:12][C:13]2[C:14]([C:19]3[CH:24]=[CH:23][CH:22]=[CH:21][CH:20]=3)=[N:15][O:16][C:17]=2[CH3:18])=[N:4][CH:5]=[C:6]([CH:10]=1)[C:7]([NH:29][CH:28]([CH3:31])[CH3:27])=[O:8]. (2) The reactants are Cl[C:2]1[C:7]([CH:8]=O)=[C:6]([Cl:10])[N:5]=[CH:4][N:3]=1.[NH2:11][C:12]1[NH:16][N:15]=[C:14]([CH3:17])[CH:13]=1.C(N(C(C)C)CC)(C)C. The catalyst is C1COCC1. The product is [Cl:10][C:6]1[N:5]=[CH:4][N:3]=[C:2]2[C:7]=1[CH:8]=[N:11][C:12]1[N:16]2[N:15]=[C:14]([CH3:17])[CH:13]=1. The yield is 0.290.